Dataset: Reaction yield outcomes from USPTO patents with 853,638 reactions. Task: Predict the reaction yield, written as a fraction of the theoretical maximum amount of product (1.0 means a 100% yield; for example, 0.34 means a 34% yield). (1) The reactants are C(N(C(C)C)CC)(C)C.[C:10]([OH:13])(=[O:12])[CH3:11].[C:14]([OH:17])(=[O:16])[CH3:15].[OH:18][C:19]1[CH:24]=[CH:23][C:22]([C@@H:25]([OH:56])[CH2:26][N:27]([CH2:43][C@H:44]([OH:55])[C:45]2[CH:50]=[CH:49][C:48]([OH:51])=[C:47]([NH:52][CH:53]=[O:54])[CH:46]=2)[CH2:28][CH2:29][CH2:30][CH2:31][C:32]2[CH:37]=[CH:36][C:35]([CH2:38][CH2:39][CH2:40][CH2:41][NH2:42])=[CH:34][CH:33]=2)=[CH:21][C:20]=1[NH:57][CH:58]=[O:59].I.[NH2:61][C:62]1[C:63]([C:70]([NH:72][C:73](=[NH:76])SC)=[O:71])=[N:64][C:65]([Cl:69])=[C:66]([NH2:68])[N:67]=1. The catalyst is C(O)C. The product is [C:10]([OH:13])(=[O:12])[CH3:11].[C:14]([OH:17])(=[O:16])[CH3:15].[OH:55][C@H:44]([C:45]1[CH:50]=[CH:49][C:48]([OH:51])=[C:47]([NH:52][CH:53]=[O:54])[CH:46]=1)[CH2:43][N:27]([CH2:26][C@@H:25]([C:22]1[CH:23]=[CH:24][C:19]([OH:18])=[C:20]([NH:57][CH:58]=[O:59])[CH:21]=1)[OH:56])[CH2:28][CH2:29][CH2:30][CH2:31][C:32]1[CH:33]=[CH:34][C:35]([CH2:38][CH2:39][CH2:40][CH2:41][NH:42][C:73]([NH:72][C:70]([C:63]2[C:62]([NH2:61])=[N:67][C:66]([NH2:68])=[C:65]([Cl:69])[N:64]=2)=[O:71])=[NH:76])=[CH:36][CH:37]=1. The yield is 0.260. (2) The reactants are CO[C:3](=[O:20])[C:4]([OH:19])=[CH:5][C:6](=[O:18])[N:7]([O:16][CH3:17])[CH2:8][C:9]1[CH:14]=[CH:13][CH:12]=[CH:11][C:10]=1[CH3:15].C=O.CN.ClC1C=C(C=CC=1Cl)[CH2:29][N:30](C)[C:31](C1CN(C)C(=O)C=1O)=O. The yield is 0.610. The product is [CH3:17][O:16][N:7]([CH2:8][C:9]1[CH:14]=[CH:13][CH:12]=[CH:11][C:10]=1[CH3:15])[C:6]([C:5]1[CH2:29][N:30]([CH3:31])[C:3](=[O:20])[C:4]=1[OH:19])=[O:18]. No catalyst specified. (3) The catalyst is O. The product is [C:1](/[C:3](=[CH:21]\[C:20]1[CH:24]=[CH:25][C:17]([F:16])=[CH:18][CH:19]=1)/[C:4]([OH:6])=[O:5])#[N:2]. The reactants are [C:1]([CH2:3][C:4]([OH:6])=[O:5])#[N:2].N1CCCCC1.C(O)C.[F:16][C:17]1[CH:25]=[CH:24][C:20]([C:21](O)=O)=[CH:19][CH:18]=1. The yield is 0.880.